From a dataset of Catalyst prediction with 721,799 reactions and 888 catalyst types from USPTO. Predict which catalyst facilitates the given reaction. (1) Reactant: [PH2](O)=O.[CH2:4]([O:11][C:12]1[CH:20]=[C:19]2[C:15]([C:16](N)=[N:17][N:18]2[CH2:21][C@H:22]([OH:24])[CH3:23])=[CH:14][CH:13]=1)[C:5]1[CH:10]=[CH:9][CH:8]=[CH:7][CH:6]=1.N(OCC(C)C)=O. Product: [CH2:4]([O:11][C:12]1[CH:20]=[C:19]2[C:15]([CH:16]=[N:17][N:18]2[CH2:21][C@H:22]([OH:24])[CH3:23])=[CH:14][CH:13]=1)[C:5]1[CH:6]=[CH:7][CH:8]=[CH:9][CH:10]=1. The catalyst class is: 24. (2) Reactant: [N+:1]([C:4]1[CH:12]=[C:11]2[C:7]([CH2:8][CH2:9][C:10]2=O)=[CH:6][C:5]=1[NH:14][C:15](=[O:23])[CH2:16][CH2:17][CH:18]1[CH2:22][CH2:21][CH2:20][CH2:19]1)([O-:3])=[O:2].[F:24][C:25]([F:34])([F:33])[C:26]1[CH:32]=[CH:31][C:29]([NH2:30])=[CH:28][CH:27]=1.[B][B][B][B][B][B][B][B][B][B]. Product: [N+:1]([C:4]1[CH:12]=[C:11]2[C:7]([CH2:8][CH2:9][CH:10]2[NH:30][C:29]2[CH:31]=[CH:32][C:26]([C:25]([F:24])([F:33])[F:34])=[CH:27][CH:28]=2)=[CH:6][C:5]=1[NH:14][C:15](=[O:23])[CH2:16][CH2:17][CH:18]1[CH2:22][CH2:21][CH2:20][CH2:19]1)([O-:3])=[O:2]. The catalyst class is: 5.